This data is from Experimentally validated miRNA-target interactions with 360,000+ pairs, plus equal number of negative samples. The task is: Binary Classification. Given a miRNA mature sequence and a target amino acid sequence, predict their likelihood of interaction. (1) The miRNA is mmu-miR-3094-5p with sequence UGUUGGGGACAUUUUUAAAGC. The protein sequence of the target gene is MENPSPAAALGKALCALLLATLGAAGQPLGGESICSARALAKYSITFTGKWSQTAFPKQYPLFRPPAQWSSLLGAAHSSDYSMWRKNQYVSNGLRDFAERGEAWALMKEIEAAGEALQSVHEVFSAPAVPSGTGQTSAELEVQRRHSLVSFVVRIVPSPDWFVGVDSLDLCDGDRWREQAALDLYPYDAGTDSGFTFSSPNFATIPQDTVTEITSSSPSHPANSFYYPRLKALPPIARVTLVRLRQSPRAFIPPAPVLPSRDNEIVDSASVPETPLDCEVSLWSSWGLCGGHCGRLGTKS.... Result: 0 (no interaction). (2) The miRNA is mmu-miR-5129-5p with sequence AUGUGGGGGCAUUGGUAUUUUC. The protein sequence of the target gene is MEANMPKRKEPGRSLRIKVISMGNAEVGKSCIIKRYCEKRFVSKYLATIGIDYGVTKVHVRDREIKVNIFDMAGHPFFYEVRNEFYKDTQGVILVYDVGQKDSFDALDAWLAEMKQELGPHGNMENIIFVVCANKIDCTKHRCVDESEGRLWAESKGFLYFETSAQTGEGINEMFQTFYISIVDLCENGGKRPTTNSSASFTKEQADAIRRIRNSKDSWDMLGVKPGASRDEVNKAYRKLAVLLHPDKCVAPGSEDAFKAVVNARTALLKNIK. Result: 0 (no interaction).